Dataset: Forward reaction prediction with 1.9M reactions from USPTO patents (1976-2016). Task: Predict the product of the given reaction. (1) The product is: [N:8]1([C:5]2[N:6]=[CH:7][C:2](/[CH:37]=[CH:36]/[CH:35]=[O:38])=[CH:3][CH:4]=2)[CH:12]=[CH:11][CH:10]=[N:9]1. Given the reactants Br[C:2]1[CH:3]=[CH:4][C:5]([N:8]2[CH:12]=[CH:11][CH:10]=[N:9]2)=[N:6][CH:7]=1.C1(C)C=CC=CC=1P(C1C=CC=CC=1C)C1C=CC=CC=1C.[C:35](OC)(=[O:38])[CH:36]=[CH2:37], predict the reaction product. (2) Given the reactants [CH3:1][C:2]([NH2:5])([CH3:4])[CH3:3].C([O-])([O-])=O.[K+].[K+].[C:12]1([S:18](Cl)(=[O:20])=[O:19])[CH:17]=[CH:16][CH:15]=[CH:14][CH:13]=1, predict the reaction product. The product is: [C:2]([NH:5][S:18]([C:12]1[CH:17]=[CH:16][CH:15]=[CH:14][CH:13]=1)(=[O:20])=[O:19])([CH3:4])([CH3:3])[CH3:1]. (3) Given the reactants [OH:1][C:2]1[CH:3]=[C:4]([C:12]([O:14][CH2:15][CH3:16])=[O:13])[CH:5]=[C:6]2[C:10]=1[NH:9][N:8]=[C:7]2[CH3:11].[H-].[Na+].I[CH3:20], predict the reaction product. The product is: [CH3:20][O:1][C:2]1[CH:3]=[C:4]([C:12]([O:14][CH2:15][CH3:16])=[O:13])[CH:5]=[C:6]2[C:10]=1[NH:9][N:8]=[C:7]2[CH3:11]. (4) Given the reactants ClC1C=CC(C2C3C=CC(=O)NC=3C3C(C)=NOC=3CN=2)=CC=1.[Cl:24][C:25]1[CH:30]=[CH:29][C:28]([C:31]2[C:32]3[N:45]=[C:44]([O:46]C)[CH:43]=[CH:42][C:33]=3[C:34]3[C:40]([CH3:41])=[N:39][O:38][C:35]=3[CH2:36][N:37]=2)=[CH:27][CH:26]=1.ClC1C=CC(C2C3C=CC(OC)=NC=3C3C(C)=NOC=3CN=2)=CC=1, predict the reaction product. The product is: [Cl:24][C:25]1[CH:30]=[CH:29][C:28]([C:31]2[C:32]3[NH:45][C:44](=[O:46])[CH:43]=[CH:42][C:33]=3[C:34]3[C:40]([CH3:41])=[N:39][O:38][C:35]=3[CH2:36][N:37]=2)=[CH:27][CH:26]=1. (5) Given the reactants [NH2:1][C:2]1[CH:10]=[CH:9][C:8]([O:11][CH3:12])=[CH:7][C:3]=1[C:4]([NH2:6])=O.[CH:13]1([C:19](Cl)=O)[CH2:18][CH2:17][CH2:16][CH2:15][CH2:14]1.[NH:22]1[CH2:26][CH2:25][CH2:24][CH2:23]1, predict the reaction product. The product is: [CH:13]1([C:19]2[N:6]=[C:4]([N:22]3[CH2:26][CH2:25][CH2:24][CH2:23]3)[C:3]3[C:2](=[CH:10][CH:9]=[C:8]([O:11][CH3:12])[CH:7]=3)[N:1]=2)[CH2:18][CH2:17][CH2:16][CH2:15][CH2:14]1.